Dataset: Forward reaction prediction with 1.9M reactions from USPTO patents (1976-2016). Task: Predict the product of the given reaction. (1) Given the reactants C[C:2]1[C:7]([C:8]#[N:9])=[CH:6][N:5]=[C:4]([C:10]([NH:12][CH2:13][C:14]2[CH:15]=[N:16][CH:17]=[CH:18][CH:19]=2)=[O:11])[N:3]=1.[ClH:20], predict the reaction product. The product is: [ClH:20].[NH2:9][CH2:8][C:7]1[CH:2]=[N:3][C:4]([C:10]([NH:12][CH2:13][C:14]2[CH:15]=[N:16][CH:17]=[CH:18][CH:19]=2)=[O:11])=[N:5][CH:6]=1. (2) Given the reactants [F:1][C:2]1[CH:3]=[C:4]([CH2:9][C:10]([NH:12][C@H:13]([C:15]([OH:17])=O)[CH3:14])=[O:11])[CH:5]=[C:6]([F:8])[CH:7]=1.[NH2:18][N:19]1[C:25](=[O:26])[CH:24]([CH2:27][C:28]2[CH:33]=[CH:32][CH:31]=[CH:30][CH:29]=2)[C:23]2[CH:34]=[CH:35][CH:36]=[CH:37][C:22]=2[CH2:21][CH2:20]1, predict the reaction product. The product is: [F:8][C:6]1[CH:5]=[C:4]([CH2:9][C:10]([NH:12][C@H:13]([C:15]([NH:18][N:19]2[C:25](=[O:26])[CH:24]([CH2:27][C:28]3[CH:29]=[CH:30][CH:31]=[CH:32][CH:33]=3)[C:23]3[CH:34]=[CH:35][CH:36]=[CH:37][C:22]=3[CH2:21][CH2:20]2)=[O:17])[CH3:14])=[O:11])[CH:3]=[C:2]([F:1])[CH:7]=1. (3) Given the reactants [CH3:1][C:2]1[C:6]([C:7]2[C:8]([O:29][CH3:30])=[CH:9][C:10]3[C:11]4[N:19]([C@@H:20](C5C=CC=CN=5)C)[C:18](=[O:28])[O:17][C:12]=4[CH:13]=[N:14][C:15]=3[CH:16]=2)=[C:5]([CH3:31])[O:4][N:3]=1.[N:32]1[CH:37]=[CH:36][CH:35]=[C:34](CO)[CH:33]=1, predict the reaction product. The product is: [CH3:1][C:2]1[C:6]([C:7]2[C:8]([O:29][CH3:30])=[CH:9][C:10]3[C:11]4[N:19]([CH2:20][C:34]5[CH:33]=[N:32][CH:37]=[CH:36][CH:35]=5)[C:18](=[O:28])[O:17][C:12]=4[CH:13]=[N:14][C:15]=3[CH:16]=2)=[C:5]([CH3:31])[O:4][N:3]=1. (4) Given the reactants Br[CH2:2][CH2:3][O:4][Si:5]([C:8]([CH3:11])([CH3:10])[CH3:9])([CH3:7])[CH3:6].[CH:12]([N:15]1[CH2:20][CH2:19][CH:18]([NH:21][S:22]([CH2:25][CH2:26][NH:27][C:28]([C:30]2[S:31][C:32]([Cl:35])=[CH:33][CH:34]=2)=[O:29])(=[O:24])=[O:23])[CH2:17][CH2:16]1)([CH3:14])[CH3:13], predict the reaction product. The product is: [C:8]([Si:5]([CH3:7])([CH3:6])[O:4][CH2:3][CH2:2][N:21]([CH:18]1[CH2:19][CH2:20][N:15]([CH:12]([CH3:14])[CH3:13])[CH2:16][CH2:17]1)[S:22]([CH2:25][CH2:26][NH:27][C:28]([C:30]1[S:31][C:32]([Cl:35])=[CH:33][CH:34]=1)=[O:29])(=[O:23])=[O:24])([CH3:11])([CH3:10])[CH3:9].